Dataset: Catalyst prediction with 721,799 reactions and 888 catalyst types from USPTO. Task: Predict which catalyst facilitates the given reaction. (1) Reactant: [OH:1][C:2]1[C:7](=[O:8])[CH:6]=[CH:5][O:4][C:3]=1[CH3:9].[N+:10]([C:13]1[CH:18]=[CH:17][C:16]([S:19](Cl)(=[O:21])=[O:20])=[CH:15][CH:14]=1)([O-:12])=[O:11]. Product: [N+:10]([C:13]1[CH:14]=[CH:15][C:16]([S:19]([O:1][C:2]2[C:7](=[O:8])[CH:6]=[CH:5][O:4][C:3]=2[CH3:9])(=[O:21])=[O:20])=[CH:17][CH:18]=1)([O-:12])=[O:11]. The catalyst class is: 17. (2) Reactant: [N:1]1[CH:6]=[CH:5][CH:4]=[CH:3][C:2]=1[CH:7]=[O:8].[C:9]([O:13][CH2:14][CH3:15])(=[O:12])[CH:10]=[CH2:11].C1N2CCN(CC2)C1. Product: [OH:8][CH:7]([C:2]1[CH:3]=[CH:4][CH:5]=[CH:6][N:1]=1)[C:10](=[CH2:11])[C:9]([O:13][CH2:14][CH3:15])=[O:12]. The catalyst class is: 38. (3) Reactant: I([O-])(=O)(=O)=O.[Na+].[Br:7][C:8]1[CH:9]=[CH:10][C:11]([N+:16]([O-:18])=[O:17])=[C:12]([S:14][CH3:15])[CH:13]=1.CO.[O:21]1CCCC1. Product: [Br:7][C:8]1[CH:9]=[CH:10][C:11]([N+:16]([O-:18])=[O:17])=[C:12]([S:14]([CH3:15])=[O:21])[CH:13]=1. The catalyst class is: 581.